From a dataset of Reaction yield outcomes from USPTO patents with 853,638 reactions. Predict the reaction yield, written as a fraction of the theoretical maximum amount of product (1.0 means a 100% yield; for example, 0.34 means a 34% yield). (1) The reactants are [CH3:1][O:2][C:3]([C@@:5]1([C:18]2[CH:23]=[CH:22][CH:21]=[C:20]([F:24])[C:19]=2[CH3:25])[CH2:9][CH2:8][C:7](OS(C(F)(F)F)(=O)=O)=[CH:6]1)=[O:4].Br[C:27]1[CH:28]=[C:29]2[C:34](=[CH:35][CH:36]=1)[N:33]=[C:32]([C:37]([F:40])([F:39])[F:38])[CH:31]=[N:30]2. No catalyst specified. The product is [CH3:1][O:2][C:3]([C@@:5]1([C:18]2[CH:23]=[CH:22][CH:21]=[C:20]([F:24])[C:19]=2[CH3:25])[CH2:9][CH2:8][C:7]([C:27]2[CH:28]=[C:29]3[C:34](=[CH:35][CH:36]=2)[N:33]=[C:32]([C:37]([F:40])([F:39])[F:38])[CH:31]=[N:30]3)=[CH:6]1)=[O:4]. The yield is 0.570. (2) The reactants are Cl.[Cl:2][C:3]1[CH:8]=[C:7]([C:9]2[CH:14]=[CH:13][CH:12]=[C:11]([Cl:15])[CH:10]=2)[N:6]=[C:5]2[CH2:16][CH2:17][CH2:18][C:4]=12.[NH2:19][C:20]1[CH:25]=[CH:24][C:23]([CH2:26][C:27]([NH:29][CH3:30])=[O:28])=[CH:22][CH:21]=1. The catalyst is C1(C)C=CC=CC=1. The product is [ClH:2].[Cl:15][C:11]1[CH:10]=[C:9]([C:7]2[N:6]=[C:5]3[CH2:16][CH2:17][CH2:18][C:4]3=[C:3]([NH:19][C:20]3[CH:21]=[CH:22][C:23]([CH2:26][C:27]([NH:29][CH3:30])=[O:28])=[CH:24][CH:25]=3)[CH:8]=2)[CH:14]=[CH:13][CH:12]=1. The yield is 0.500. (3) The reactants are C(NC(C)C)(C)C.C(=O)=O.[CH2:11]([OH:14])[CH2:12]O.C([Li])CCC.CC(C)(C(=O)C)C(OC)=O.C1C=CC(N([S:37]([C:40]([F:43])([F:42])[F:41])(=[O:39])=[O:38])[S:37]([C:40]([F:43])([F:42])[F:41])(=[O:39])=[O:38])=CC=1. The catalyst is C(OCC)(=O)C.C1COCC1. The product is [O:14]([CH:11]=[CH2:12])[S:37]([C:40]([F:43])([F:42])[F:41])(=[O:39])=[O:38]. The yield is 0.870.